From a dataset of Reaction yield outcomes from USPTO patents with 853,638 reactions. Predict the reaction yield, written as a fraction of the theoretical maximum amount of product (1.0 means a 100% yield; for example, 0.34 means a 34% yield). (1) The reactants are [Br:1][C:2]1[CH:9]=[CH:8][C:5]([CH:6]=O)=[CH:4][CH:3]=1.[C:10]([OH:16])(=[O:15])[CH2:11]C(O)=O.C([O-])(=O)C.[NH4+:21]. The catalyst is C(O)C. The product is [NH2:21][CH:6]([C:5]1[CH:8]=[CH:9][C:2]([Br:1])=[CH:3][CH:4]=1)[CH2:11][C:10]([OH:16])=[O:15]. The yield is 0.722. (2) The reactants are [F:1][C:2]([F:7])([F:6])[C:3]([OH:5])=[O:4].[Cl:8][C:9]1[C:14]([Cl:15])=[C:13]([O:16][CH2:17][C@H:18]([OH:34])[CH2:19][NH:20][C:21]([CH3:33])([CH3:32])[CH2:22][CH:23]2[CH2:31][C:30]3[C:25](=[CH:26][CH:27]=[CH:28][CH:29]=3)[CH2:24]2)[CH:12]=[CH:11][C:10]=1[CH:35]([CH2:39][CH:40]=[CH2:41])[C:36]([OH:38])=[O:37].S(=O)(=O)(O)O. The catalyst is C(O)C. The product is [F:1][C:2]([F:7])([F:6])[C:3]([OH:5])=[O:4].[CH2:2]([O:37][C:36](=[O:38])[CH:35]([C:10]1[CH:11]=[CH:12][C:13]([O:16][CH2:17][C@H:18]([OH:34])[CH2:19][NH:20][C:21]([CH3:33])([CH3:32])[CH2:22][CH:23]2[CH2:31][C:30]3[C:25](=[CH:26][CH:27]=[CH:28][CH:29]=3)[CH2:24]2)=[C:14]([Cl:15])[C:9]=1[Cl:8])[CH2:39][CH:40]=[CH2:41])[CH3:3]. The yield is 0.810. (3) The reactants are Cl[C:2]1[C:3](=[O:9])[NH:4][N:5]=[CH:6][C:7]=1Cl.[SnH4].C([Si](C)(C)Cl)(C)(C)C.CC(C1C=C(C(C)C)C(C2C=CC=CC=2P(C2CCCCC2)C2CCCCC2)=C(C(C)C)C=1)C.[O:53]1[CH2:58]COC[CH2:54]1. The catalyst is C1C=CC(/C=C/C(/C=C/C2C=CC=CC=2)=O)=CC=1.C1C=CC(/C=C/C(/C=C/C2C=CC=CC=2)=O)=CC=1.C1C=CC(/C=C/C(/C=C/C2C=CC=CC=2)=O)=CC=1.[Pd].[Pd]. The product is [C:3]1(=[O:9])[C:2]2[CH2:54][O:53][CH2:58][C:7]=2[CH:6]=[N:5][NH:4]1. The yield is 0.780. (4) The reactants are [OH:1][C@@H:2]1[CH2:26][C@H:25]2[C@:20]([CH3:41])([CH2:21][CH2:22][C@H:23]([O:27][CH2:28]COS(C3C=CC(C)=CC=3)(=O)=O)[CH2:24]2)[C@@H:19]2[C@@H:3]1[C@H:4]1[C@:16]([CH3:43])([C@@H:17]([OH:42])[CH2:18]2)[C@@H:7]([C@H:8]([CH3:15])[CH2:9][CH2:10][C:11]([O:13][CH3:14])=[O:12])[CH2:6][CH2:5]1.[OH:44][C@:45]1([C:72]#[C:73][CH3:74])[CH2:50][CH2:49][C@H:48]2[C@H:51]3[C:60]([C@@H:61]([C:63]4[CH:68]=[CH:67][C:66]([NH:69][CH3:70])=[CH:65][CH:64]=4)[CH2:62][C@:46]12[CH3:47])=[C:59]1[C:54](=[CH:55][C:56](=[O:71])[CH2:57][CH2:58]1)[CH2:53][CH2:52]3.[Na+].[I-].[CH:77](N(C(C)C)CC)(C)C. The catalyst is C(#N)C.CCCCCC.CCOC(C)=O. The product is [OH:1][C@@H:2]1[CH2:26][C@H:25]2[C@:20]([CH3:41])([CH2:21][CH2:22][C@H:23]([O:27][CH2:28][CH2:70][N:69]([C:66]3[CH:65]=[CH:64][C:63]([C@H:61]4[CH2:62][C@@:46]5([CH3:47])[C@@H:48]([CH2:49][CH2:50][C@:45]5([OH:44])[C:72]#[C:73][CH3:74])[C@H:51]5[C:60]4=[C:59]4[C:54]([CH2:53][CH2:52]5)=[CH:55][C:56](=[O:71])[CH2:57][CH2:58]4)=[CH:68][CH:67]=3)[CH3:77])[CH2:24]2)[C@@H:19]2[C@@H:3]1[C@H:4]1[C@:16]([CH3:43])([C@@H:17]([OH:42])[CH2:18]2)[C@@H:7]([C@H:8]([CH3:15])[CH2:9][CH2:10][C:11]([O:13][CH3:14])=[O:12])[CH2:6][CH2:5]1. The yield is 0.633. (5) The reactants are [C:1]1([C:7]2[CH:12]=[C:11]([CH:13]3[CH2:18][CH2:17][N:16]([CH2:19][CH2:20][N:21]4[CH2:26][CH2:25][O:24][CH2:23][CH2:22]4)[CH2:15][CH2:14]3)[CH:10]=[CH:9][C:8]=2[NH:27][C:28]([C:30]2[N:31](COCC[Si](C)(C)C)[CH:32]=[C:33]([C:35]#[N:36])[N:34]=2)=[O:29])[CH2:6][CH2:5][CH2:4][CH2:3][CH:2]=1.[C:45]([OH:51])([C:47]([F:50])([F:49])[F:48])=[O:46]. The catalyst is C(Cl)Cl.CCO. The product is [F:48][C:47]([F:50])([F:49])[C:45]([OH:51])=[O:46].[C:1]1([C:7]2[CH:12]=[C:11]([CH:13]3[CH2:18][CH2:17][N:16]([CH2:19][CH2:20][N:21]4[CH2:26][CH2:25][O:24][CH2:23][CH2:22]4)[CH2:15][CH2:14]3)[CH:10]=[CH:9][C:8]=2[NH:27][C:28]([C:30]2[NH:31][CH:32]=[C:33]([C:35]#[N:36])[N:34]=2)=[O:29])[CH2:6][CH2:5][CH2:4][CH2:3][CH:2]=1. The yield is 0.800. (6) The reactants are [Na].[S:2]1C=CC=C1CC(O)=O.Br[CH2:12][CH2:13][CH2:14][CH2:15][CH2:16][CH2:17][CH2:18][CH2:19][CH2:20][CH2:21][CH2:22][CH2:23][CH2:24][CH2:25][CH2:26][C:27]([OH:29])=[O:28].[OH-].[Na+].Cl. The catalyst is CO. The product is [SH:2][CH2:12][CH2:13][CH2:14][CH2:15][CH2:16][CH2:17][CH2:18][CH2:19][CH2:20][CH2:21][CH2:22][CH2:23][CH2:24][CH2:25][CH2:26][C:27]([OH:29])=[O:28]. The yield is 0.970. (7) The reactants are [CH3:1][C:2]1[CH:7]=[C:6]([N+:8]([O-:10])=[O:9])[CH:5]=[CH:4][C:3]=1[NH:11][C:12](=[O:19])[C:13]1[CH:18]=[CH:17][CH:16]=[CH:15][CH:14]=1.[C:20](=O)([O-])[O-].[Cs+].[Cs+].CI. The catalyst is CN(C=O)C. The product is [CH3:20][N:11]([C:3]1[CH:4]=[CH:5][C:6]([N+:8]([O-:10])=[O:9])=[CH:7][C:2]=1[CH3:1])[C:12](=[O:19])[C:13]1[CH:14]=[CH:15][CH:16]=[CH:17][CH:18]=1. The yield is 0.950.